Binary Classification. Given a drug SMILES string, predict its activity (active/inactive) in a high-throughput screening assay against a specified biological target. From a dataset of Tyrosyl-DNA phosphodiesterase HTS with 341,365 compounds. (1) The compound is Fc1ccc(c2c3n(nc2CC)c(c2c(OC)cccc2)ccn3)cc1. The result is 0 (inactive). (2) The compound is O1C(=N/C(=C/Nc2ccccc2)C1=O)c1ccccc1. The result is 0 (inactive). (3) The molecule is S(=O)(=O)(N1CCN(CC1)c1ccccc1)c1cc(ccc1)C(=O)N(CC(=O)Nc1ccc(F)cc1)C. The result is 0 (inactive).